This data is from Reaction yield outcomes from USPTO patents with 853,638 reactions. The task is: Predict the reaction yield, written as a fraction of the theoretical maximum amount of product (1.0 means a 100% yield; for example, 0.34 means a 34% yield). (1) The reactants are C(OC([NH:8][C@H:9]([C:40]1[CH:45]=[CH:44][CH:43]=[CH:42][CH:41]=1)[CH2:10][N:11]1[C:16](=[O:17])[C:15]([C:18]2[CH:23]=[CH:22][CH:21]=[C:20]([O:24][CH3:25])[C:19]=2[Cl:26])=[CH:14][N:13]([CH2:27][C:28]2[C:33]([C:34]([F:37])([F:36])[F:35])=[CH:32][CH:31]=[CH:30][C:29]=2[F:38])[C:12]1=[O:39])=O)(C)(C)C.C(O)(C(F)(F)F)=O. The catalyst is ClCCl. The product is [NH2:8][C@H:9]([C:40]1[CH:45]=[CH:44][CH:43]=[CH:42][CH:41]=1)[CH2:10][N:11]1[C:16](=[O:17])[C:15]([C:18]2[CH:23]=[CH:22][CH:21]=[C:20]([O:24][CH3:25])[C:19]=2[Cl:26])=[CH:14][N:13]([CH2:27][C:28]2[C:33]([C:34]([F:36])([F:35])[F:37])=[CH:32][CH:31]=[CH:30][C:29]=2[F:38])[C:12]1=[O:39]. The yield is 0.960. (2) The reactants are Cl[CH2:2][C:3]1[N:4]=[CH:5][S:6][CH:7]=1.[CH2:8]([NH:15][C:16]([C:18]1[S:22][C:21]([N:23]2[CH:28]=[CH:27][C:26]([OH:29])=[CH:25][C:24]2=[O:30])=[N:20][C:19]=1[CH3:31])=[O:17])[C:9]1[CH:14]=[CH:13][CH:12]=[CH:11][CH:10]=1. No catalyst specified. The product is [CH2:8]([NH:15][C:16]([C:18]1[S:22][C:21]([N:23]2[CH:28]=[CH:27][C:26]([O:29][CH2:2][C:3]3[N:4]=[CH:5][S:6][CH:7]=3)=[CH:25][C:24]2=[O:30])=[N:20][C:19]=1[CH3:31])=[O:17])[C:9]1[CH:14]=[CH:13][CH:12]=[CH:11][CH:10]=1. The yield is 0.290. (3) The reactants are C([O:3][C:4](=[O:34])[CH2:5][N:6]1[C:15]2[C:10](=[CH:11][CH:12]=[CH:13][CH:14]=2)[N:9]([C:16]([C:18]2[C:19]([O:25][C:26]3[CH:31]=[C:30]([Cl:32])[CH:29]=[CH:28][C:27]=3[Cl:33])=[N:20][CH:21]=[C:22]([F:24])[CH:23]=2)=[O:17])[CH2:8][CH2:7]1)C.[OH-].[Na+]. The catalyst is C1COCC1. The product is [Cl:33][C:27]1[CH:28]=[CH:29][C:30]([Cl:32])=[CH:31][C:26]=1[O:25][C:19]1[C:18]([C:16]([N:9]2[C:10]3[C:15](=[CH:14][CH:13]=[CH:12][CH:11]=3)[N:6]([CH2:5][C:4]([OH:34])=[O:3])[CH2:7][CH2:8]2)=[O:17])=[CH:23][C:22]([F:24])=[CH:21][N:20]=1. The yield is 0.100. (4) The reactants are [Br:1][C:2]1[NH:6][CH:5]=[N:4][CH:3]=1.[H-].[Na+].Br[CH2:10][CH2:11][O:12][C:13]([C:26]1[CH:31]=[CH:30][CH:29]=[CH:28][CH:27]=1)([C:20]1[CH:25]=[CH:24][CH:23]=[CH:22][CH:21]=1)[C:14]1[CH:19]=[CH:18][CH:17]=[CH:16][CH:15]=1. The catalyst is CN(C=O)C.O. The product is [Br:1][C:2]1[N:6]=[CH:5][N:4]([CH2:10][CH2:11][O:12][C:13]([C:20]2[CH:25]=[CH:24][CH:23]=[CH:22][CH:21]=2)([C:14]2[CH:15]=[CH:16][CH:17]=[CH:18][CH:19]=2)[C:26]2[CH:31]=[CH:30][CH:29]=[CH:28][CH:27]=2)[CH:3]=1. The yield is 0.690.